Regression/Classification. Given a drug SMILES string, predict its absorption, distribution, metabolism, or excretion properties. Task type varies by dataset: regression for continuous measurements (e.g., permeability, clearance, half-life) or binary classification for categorical outcomes (e.g., BBB penetration, CYP inhibition). Dataset: hlm. From a dataset of Human liver microsome stability data. (1) The compound is C=CC(=O)Nc1cccc(-n2c(=O)n(C(C)C)c(=O)c3cnc(Nc4ccc(N5CCN(C)CC5)cc4OC)nc32)c1. The result is 0 (unstable in human liver microsomes). (2) The compound is CCc1nc2ccc(Cl)cn2c1C(=O)NCc1ccc2ccccc2c1. The result is 1 (stable in human liver microsomes). (3) The molecule is CCc1c(C)nc2cc(OC)c(Cl)cc2c1O. The result is 0 (unstable in human liver microsomes). (4) The drug is Clc1cc2nc(CNc3nc(N4CCOCC4)nc4c3ncn4-c3cccnc3)[nH]c2cc1Cl. The result is 0 (unstable in human liver microsomes). (5) The compound is Cc1sc2c(c1C)C(c1ccc(Cl)cc1)=N[C@@H](CC(=O)OC(C)(C)C)c1nnc(C)n1-2. The result is 1 (stable in human liver microsomes). (6) The drug is CC(C)(C)c1ccc(-n2nnnc2SCC(=O)Nc2ccc(S(N)(=O)=O)cc2Cl)c(Cl)c1. The result is 1 (stable in human liver microsomes). (7) The drug is CC(=O)N[C@H]1CC[C@@]2(C)[C@H](CC[C@H]3[C@@H]4CC[C@@]5(CC(C)=C4C[C@@H]32)O[C@@H]2C[C@H](C)CN[C@H]2[C@H]5C)C1. The result is 0 (unstable in human liver microsomes). (8) The molecule is COc1cc2ccc3cc2cc1CCCCC(C)(C)COC(=O)N[C@@H](C(C)(C)C)C(=O)N1C[C@@]3(OC)C[C@H]1C(=O)N[C@]1(C(=O)NS(=O)(=O)C2CC2)C[C@H]1C1CC1. The result is 0 (unstable in human liver microsomes). (9) The molecule is CC(C)c1ccc(C(c2nnnn2Cc2ccccc2)N2CCCN(C3CCC3)CC2)cc1. The result is 1 (stable in human liver microsomes). (10) The compound is CC(C)OC(=O)C1=CN(C(=O)c2cccc(OCCN(C)C)c2)CC(C)(C)c2c1[nH]c1ccccc21. The result is 1 (stable in human liver microsomes).